Dataset: Full USPTO retrosynthesis dataset with 1.9M reactions from patents (1976-2016). Task: Predict the reactants needed to synthesize the given product. (1) Given the product [Cl:12][C:13]1[CH:19]=[C:18]([S:20]([C:23]([F:24])([F:25])[F:26])(=[O:22])=[O:21])[CH:17]=[CH:16][C:14]=1[NH:15][C:6](=[O:8])[C:5]1[CH:9]=[CH:10][C:2]([F:1])=[CH:3][C:4]=1[OH:11], predict the reactants needed to synthesize it. The reactants are: [F:1][C:2]1[CH:10]=[CH:9][C:5]([C:6]([OH:8])=O)=[C:4]([OH:11])[CH:3]=1.[Cl:12][C:13]1[CH:19]=[C:18]([S:20]([C:23]([F:26])([F:25])[F:24])(=[O:22])=[O:21])[CH:17]=[CH:16][C:14]=1[NH2:15]. (2) Given the product [CH2:23]([O:30][C:31]1[CH:36]=[CH:35][C:34]([Br:37])=[CH:33][C:32]=1[CH2:38][I:55])[C:24]1[CH:29]=[CH:28][CH:27]=[CH:26][CH:25]=1, predict the reactants needed to synthesize it. The reactants are: BrC1C=CC(OCC(F)F)=C(C=1)CC(C(OC)=O)C(OC)=O.[CH2:23]([O:30][C:31]1[CH:36]=[CH:35][C:34]([Br:37])=[CH:33][C:32]=1[CH2:38]CC(O)=O)[C:24]1[CH:29]=[CH:28][CH:27]=[CH:26][CH:25]=1.C[SiH](C)O[SiH](C)C.[Si](Cl)(C)(C)C.[I-:55].[Na+]. (3) Given the product [C:1]([O:5][C:6](=[O:7])[NH:8][C@H:9]([C:10](=[O:12])[NH:28][C:25]1[CH:26]=[CH:27][N:23]([CH2:22][C:21]([OH:20])([CH3:51])[CH3:63])[N:24]=1)[CH2:13][C@@H:14]([O:16][CH2:17][CH3:18])[CH3:15])([CH3:2])([CH3:3])[CH3:4], predict the reactants needed to synthesize it. The reactants are: [C:1]([O:5][C:6]([NH:8][C@@H:9]([CH2:13][C@@H:14]([O:16][CH2:17][CH3:18])[CH3:15])[C:10]([OH:12])=O)=[O:7])([CH3:4])([CH3:3])[CH3:2].Cl.[OH:20][C@@H:21]([CH2:51]O)[CH2:22][N:23]1[CH:27]=[CH:26][C:25]([NH:28]C(=O)[C@@H](N2CC(OC3C=CC=C(Cl)C=3Cl)=CC2=O)CC(C)C)=[N:24]1.F[P-](F)(F)(F)(F)F.N1(O[P+](N(C)C)(N(C)C)N(C)C)C2C=CC=C[C:63]=2N=N1.C(N(CC)C(C)C)(C)C. (4) Given the product [CH:1]([O:4][C:5]1[CH:10]=[CH:9][C:8]([C:11]2[CH:16]=[CH:15][CH:14]=[C:13]([CH:17]3[C:26]([CH3:27])([CH3:28])[CH2:25][C:24]4[C:19](=[CH:20][CH:21]=[C:22]([C:29]([NH:36][S:33]([CH3:32])(=[O:35])=[O:34])=[O:31])[CH:23]=4)[NH:18]3)[CH:12]=2)=[CH:7][CH:6]=1)([CH3:3])[CH3:2], predict the reactants needed to synthesize it. The reactants are: [CH:1]([O:4][C:5]1[CH:10]=[CH:9][C:8]([C:11]2[CH:16]=[CH:15][CH:14]=[C:13]([CH:17]3[C:26]([CH3:28])([CH3:27])[CH2:25][C:24]4[C:19](=[CH:20][CH:21]=[C:22]([C:29]([OH:31])=O)[CH:23]=4)[NH:18]3)[CH:12]=2)=[CH:7][CH:6]=1)([CH3:3])[CH3:2].[CH3:32][S:33]([NH2:36])(=[O:35])=[O:34]. (5) Given the product [Cl:11][C:8]1[CH:7]=[C:3]2[C:2](=[CH:10][CH:9]=1)[N:1]=[C:15]([CH:14]1[CH2:18][CH2:19][CH2:20][CH2:21][CH2:13]1)[N:6]=[C:4]2[N:28]1[CH2:29][CH2:30][N:25]([C:22](=[O:24])[CH3:23])[CH2:26][CH2:27]1, predict the reactants needed to synthesize it. The reactants are: [NH2:1][C:2]1[CH:10]=[CH:9][C:8]([Cl:11])=[CH:7][C:3]=1[C:4]([NH2:6])=O.Cl[C:13]1[CH:21]=[CH:20][CH:19]=[CH:18][C:14]=1[C:15](Cl)=O.[C:22]([N:25]1[CH2:30][CH2:29][NH:28][CH2:27][CH2:26]1)(=[O:24])[CH3:23]. (6) Given the product [F:34][CH:2]([F:1])[C@@H:3]([C:5]1[CH:6]=[CH:7][C:8]([C:11]2[C:20]3[C:15](=[CH:16][C:17]([C:21]4[CH:26]=[CH:25][C:24]([S:27][CH3:28])=[CH:23][CH:22]=4)=[CH:18][CH:19]=3)[CH:14]=[C:13]([C:29]([OH:31])=[O:30])[CH:12]=2)=[CH:9][CH:10]=1)[OH:4], predict the reactants needed to synthesize it. The reactants are: [F:1][CH:2]([F:34])[C@@H:3]([C:5]1[CH:10]=[CH:9][C:8]([C:11]2[C:20]3[C:15](=[CH:16][C:17]([C:21]4[CH:26]=[CH:25][C:24]([S:27][CH3:28])=[CH:23][CH:22]=4)=[CH:18][CH:19]=3)[CH:14]=[C:13]([C:29]([O:31]CC)=[O:30])[CH:12]=2)=[CH:7][CH:6]=1)[OH:4].[OH-].[Na+]. (7) Given the product [F:25][C:22]1[CH:23]=[C:24]2[C:19](=[CH:20][CH:21]=1)[NH:18][CH:17]=[C:16]2[CH2:15][CH2:14][CH2:13][CH2:12][N:37]1[CH2:38][CH2:39][N:34]([C:29]2[S:30][C:31]([C:32]#[N:33])=[C:27]([CH3:26])[N:28]=2)[CH2:35][CH2:36]1, predict the reactants needed to synthesize it. The reactants are: CC1C=CC(S(O[CH2:12][CH2:13][CH2:14][CH2:15][C:16]2[C:24]3[C:19](=[CH:20][CH:21]=[C:22]([F:25])[CH:23]=3)[NH:18][CH:17]=2)(=O)=O)=CC=1.[CH3:26][C:27]1[N:28]=[C:29]([N:34]2[CH2:39][CH2:38][NH:37][CH2:36][CH2:35]2)[S:30][C:31]=1[C:32]#[N:33].C(=O)([O-])[O-].[K+].[K+].[I-].[K+].